From a dataset of M1 muscarinic receptor antagonist screen with 61,756 compounds. Binary Classification. Given a drug SMILES string, predict its activity (active/inactive) in a high-throughput screening assay against a specified biological target. (1) The compound is O=C(N(CC)CC)C1CCN(CC1)c1ncnc2n(ncc12)c1c(cc(cc1)C)C. The result is 0 (inactive). (2) The drug is Brc1ccc(OCC(=O)N2CCCCCC2)cc1. The result is 0 (inactive).